This data is from Full USPTO retrosynthesis dataset with 1.9M reactions from patents (1976-2016). The task is: Predict the reactants needed to synthesize the given product. (1) Given the product [Cl:32][C:11]1[CH:10]=[C:9]([NH:8][S:4]([CH:1]([CH3:3])[CH3:2])(=[O:6])=[O:5])[CH:14]=[CH:13][C:12]=1[N:15]1[CH2:20][CH2:19][CH:18]([N:21]2[C:26]3[CH:27]=[CH:28][CH:29]=[CH:30][C:25]=3[CH2:24][O:23][C:22]2=[O:31])[CH2:17][CH2:16]1, predict the reactants needed to synthesize it. The reactants are: [CH:1]([S:4](Cl)(=[O:6])=[O:5])([CH3:3])[CH3:2].[NH2:8][C:9]1[CH:14]=[CH:13][C:12]([N:15]2[CH2:20][CH2:19][CH:18]([N:21]3[C:26]4[CH:27]=[CH:28][CH:29]=[CH:30][C:25]=4[CH2:24][O:23][C:22]3=[O:31])[CH2:17][CH2:16]2)=[C:11]([Cl:32])[CH:10]=1.N1C=CC=CC=1. (2) Given the product [CH2:18]([N:22]1[CH2:26][CH2:25][N:24]([C:27]2[S:28][C:29]([C:33]([NH:17][CH2:16][C:11]3[CH:12]=[CH:13][CH:14]=[CH:15][N:10]=3)=[O:34])=[C:30]([CH3:32])[N:31]=2)[C:23]1=[O:36])[CH:19]([CH3:21])[CH3:20], predict the reactants needed to synthesize it. The reactants are: FC1C=C(CN)C=NC=1.[N:10]1[CH:15]=[CH:14][CH:13]=[CH:12][C:11]=1[CH2:16][NH2:17].[CH2:18]([N:22]1[CH2:26][CH2:25][N:24]([C:27]2[S:28][C:29]([C:33](O)=[O:34])=[C:30]([CH3:32])[N:31]=2)[C:23]1=[O:36])[CH:19]([CH3:21])[CH3:20]. (3) Given the product [CH3:14][Si:15]([CH3:17])([CH3:16])[CH2:18][CH2:19][O:20][CH2:21][N:1]1[C:9]2[C:4](=[CH:5][CH:6]=[C:7]([C:10]#[N:11])[CH:8]=2)[CH:3]=[CH:2]1, predict the reactants needed to synthesize it. The reactants are: [NH:1]1[C:9]2[C:4](=[CH:5][CH:6]=[C:7]([C:10]#[N:11])[CH:8]=2)[CH:3]=[CH:2]1.[H-].[Na+].[CH3:14][Si:15]([CH2:18][CH2:19][O:20][CH2:21]Cl)([CH3:17])[CH3:16]. (4) The reactants are: [C:1]1(CCCC([O-])=O)[CH:6]=[CH:5][CH:4]=[CH:3][CH:2]=1.[Na+].C[O:15][C:16]([C:18]1C=CC(O)=[CH:20][CH:19]=1)=[O:17].C(OC(C1C=CC(O)=CC=1)=O)CC.C(O)C(O)C.[OH-].[Na+]. Given the product [C:1]1([O:17][C:16](=[O:15])[CH2:18][CH2:19][CH3:20])[CH:2]=[CH:3][CH:4]=[CH:5][CH:6]=1, predict the reactants needed to synthesize it.